This data is from Full USPTO retrosynthesis dataset with 1.9M reactions from patents (1976-2016). The task is: Predict the reactants needed to synthesize the given product. (1) The reactants are: [F:1][C:2]1[CH:18]=[CH:17][C:5]([C:6]([C:8]2[CH:16]=[CH:15][CH:14]=[CH:13][C:9]=2[C:10]([OH:12])=[O:11])=O)=[CH:4][CH:3]=1.COCC(O)C.S1C=CC=C1. Given the product [F:1][C:2]1[CH:3]=[CH:4][C:5]([CH2:6][C:8]2[CH:16]=[CH:15][CH:14]=[CH:13][C:9]=2[C:10]([OH:12])=[O:11])=[CH:17][CH:18]=1, predict the reactants needed to synthesize it. (2) The reactants are: [Br:1][C:2]1[CH:7]=[CH:6][C:5]([C@@H:8]([NH2:10])[CH3:9])=[CH:4][C:3]=1[CH3:11].Cl[C:13](Cl)([O:15]C(=O)OC(Cl)(Cl)Cl)Cl.C1(C2(CC(O)(C)C)OC(=O)N([C@H](C3C=CC(C4C=CN(C)C(=O)C=4)=CC=3)C)CC2)CC1. Given the product [Br:1][C:2]1[CH:7]=[CH:6][C:5]([C@@H:8]([N:10]=[C:13]=[O:15])[CH3:9])=[CH:4][C:3]=1[CH3:11], predict the reactants needed to synthesize it. (3) Given the product [CH2:25]([C:3]1([CH2:1][CH3:2])[CH2:4][CH:5]([CH2:9][CH2:10][N:39]2[CH2:38][CH2:37][N:36]([C:31]3[CH:32]=[CH:33][CH:34]=[CH:35][C:30]=3[CH:27]([CH3:29])[CH3:28])[CH2:41][CH2:40]2)[O:6][C:7]1=[O:8])[CH3:26], predict the reactants needed to synthesize it. The reactants are: [CH2:1]([C:3]1([CH2:25][CH3:26])[C:7](=[O:8])[O:6][CH:5]([CH2:9][CH2:10]N2CCN(C3C=CC=CC=3C#N)CC2)[CH2:4]1)[CH3:2].[CH:27]([C:30]1[CH:35]=[CH:34][CH:33]=[CH:32][C:31]=1[N:36]1[CH2:41][CH2:40][NH:39][CH2:38][CH2:37]1)([CH3:29])[CH3:28].N1(C2C=CC=CC=2C#N)CCNCC1. (4) The reactants are: [CH3:1][N:2]([CH3:13])[C:3](=[O:12])[CH2:4][C:5](=[O:11])[C:6](OCC)=[O:7].[NH3:14]. Given the product [CH3:1][N:2]([CH3:13])[C:3](=[O:12])[CH2:4][C:5](=[O:11])[C:6]([NH2:14])=[O:7], predict the reactants needed to synthesize it. (5) Given the product [C:38]([C:34]1[CH:33]=[C:32]([N:5]2[C:4](=[O:44])[C:3]3[C:8](=[CH:9][CH:10]=[CH:11][C:2]=3[CH3:1])[N:7]=[C:6]2[CH:12]([NH:14][C:15]2[N:23]=[CH:22][N:21]=[C:20]3[C:16]=2[N:17]=[CH:18][NH:19]3)[CH3:13])[CH:37]=[CH:36][CH:35]=1)(=[O:47])[CH3:39], predict the reactants needed to synthesize it. The reactants are: [CH3:1][C:2]1[CH:11]=[CH:10][CH:9]=[C:8]2[C:3]=1[C:4](=[O:44])[N:5]([C:32]1[CH:37]=[CH:36][CH:35]=[C:34]([C:38]#[C:39][Si](C)(C)C)[CH:33]=1)[C:6]([CH:12]([NH:14][C:15]1[N:23]=[CH:22][N:21]=[C:20]3[C:16]=1[N:17]=[CH:18][N:19]3COCC[Si](C)(C)C)[CH3:13])=[N:7]2.Cl.C[OH:47]. (6) Given the product [C:1]1([C:7]([C:9]2[CH:10]=[CH:11][CH:12]=[CH:13][CH:14]=2)=[CH:8][Br:15])[CH:6]=[CH:5][CH:4]=[CH:3][CH:2]=1, predict the reactants needed to synthesize it. The reactants are: [C:1]1([C:7]([C:9]2[CH:14]=[CH:13][CH:12]=[CH:11][CH:10]=2)=[CH2:8])[CH:6]=[CH:5][CH:4]=[CH:3][CH:2]=1.[Br:15]Br. (7) Given the product [NH2:5][C:6]1[N:11]=[CH:10][C:9](/[CH:12]=[CH:13]/[C:14]([N:24]([CH3:25])[CH2:23][C:22]2[N:18]([CH3:17])[C:19]3[S:28][CH:27]=[CH:26][C:20]=3[CH:21]=2)=[O:16])=[CH:8][CH:7]=1, predict the reactants needed to synthesize it. The reactants are: C(Cl)CCl.[NH2:5][C:6]1[N:11]=[CH:10][C:9](/[CH:12]=[CH:13]/[C:14]([OH:16])=O)=[CH:8][CH:7]=1.[CH3:17][N:18]1[C:22]([CH2:23][NH:24][CH3:25])=[CH:21][C:20]2[CH:26]=[CH:27][S:28][C:19]1=2.C1C=CC2N(O)N=NC=2C=1.CCN(CC)CC. (8) Given the product [CH2:1]([NH:8][C:22]1[C:21]2[N:25]=[CH:26][N:27]([C:20]=2[N:19]=[CH:18][N:23]=1)[C@@H:28]1[O:32][C@H:31]([CH2:33][OH:34])[C@@H:30]([OH:35])[C@H:29]1[OH:36])[C:2]1[CH:7]=[CH:6][CH:5]=[CH:4][CH:3]=1, predict the reactants needed to synthesize it. The reactants are: [CH2:1]([NH2:8])[C:2]1[CH:7]=[CH:6][CH:5]=[CH:4][CH:3]=1.Cl.C(N)C1C=CC=CC=1.[CH:18]1[N:23]=[C:22](Cl)[C:21]2[N:25]=[CH:26][N:27]([C@@H:28]3[O:32][C@H:31]([CH2:33][OH:34])[C@@H:30]([OH:35])[C@H:29]3[OH:36])[C:20]=2[N:19]=1.C(N(CC)C(C)C)(C)C. (9) Given the product [N:1]1([S:7]([C:10]2[CH:16]=[CH:15][C:13]([NH:14][C:25]([C:23]3[O:24][C:20]([N+:17]([O-:19])=[O:18])=[CH:21][CH:22]=3)=[O:26])=[CH:12][CH:11]=2)(=[O:9])=[O:8])[CH2:2][CH2:3][CH2:4][CH2:5][CH2:6]1, predict the reactants needed to synthesize it. The reactants are: [N:1]1([S:7]([C:10]2[CH:16]=[CH:15][C:13]([NH2:14])=[CH:12][CH:11]=2)(=[O:9])=[O:8])[CH2:6][CH2:5][CH2:4][CH2:3][CH2:2]1.[N+:17]([C:20]1[O:24][C:23]([C:25](Cl)=[O:26])=[CH:22][CH:21]=1)([O-:19])=[O:18].C(#N)C. (10) Given the product [O:23]=[C:22]1[CH2:21][C@@H:16]2[C@H:15]([CH2:20][CH2:19][CH2:18][CH2:17]2)[N:14]1[CH:11]1[CH2:10][CH2:9][N:8]([C:6]([O:5][C:1]([CH3:3])([CH3:4])[CH3:2])=[O:7])[CH2:13][CH2:12]1, predict the reactants needed to synthesize it. The reactants are: [C:1]([O:5][C:6]([N:8]1[CH2:13][CH2:12][CH:11]([NH:14][C@H:15]2[CH2:20][CH2:19][CH2:18][CH2:17][C@@H:16]2[CH2:21][C:22](O)=[O:23])[CH2:10][CH2:9]1)=[O:7])([CH3:4])([CH3:3])[CH3:2].C(N(C(C)C)CC)(C)C.CN(C(ON1N=NC2C=CC=NC1=2)=[N+](C)C)C.F[P-](F)(F)(F)(F)F.